From a dataset of NCI-60 drug combinations with 297,098 pairs across 59 cell lines. Regression. Given two drug SMILES strings and cell line genomic features, predict the synergy score measuring deviation from expected non-interaction effect. Drug 1: CCC1(CC2CC(C3=C(CCN(C2)C1)C4=CC=CC=C4N3)(C5=C(C=C6C(=C5)C78CCN9C7C(C=CC9)(C(C(C8N6C=O)(C(=O)OC)O)OC(=O)C)CC)OC)C(=O)OC)O.OS(=O)(=O)O. Drug 2: CCC(=C(C1=CC=CC=C1)C2=CC=C(C=C2)OCCN(C)C)C3=CC=CC=C3.C(C(=O)O)C(CC(=O)O)(C(=O)O)O. Cell line: HT29. Synergy scores: CSS=59.3, Synergy_ZIP=4.52, Synergy_Bliss=5.83, Synergy_Loewe=-40.0, Synergy_HSA=6.14.